This data is from Catalyst prediction with 721,799 reactions and 888 catalyst types from USPTO. The task is: Predict which catalyst facilitates the given reaction. (1) Reactant: [N:1]1[C:6]2[S:7][C:8]3[CH2:13][CH2:12][CH2:11][CH2:10][C:9]=3[C:5]=2[C:4](=[O:14])[NH:3][CH:2]=1.[F:15][C:16]1[CH:21]=[C:20]([F:22])[CH:19]=[CH:18][C:17]=1[C:23]1([CH2:26][N:27]2[CH:31]=[N:30][CH:29]=[N:28]2)[CH2:25][O:24]1.C[O-].[Na+]. Product: [F:15][C:16]1[CH:21]=[C:20]([F:22])[CH:19]=[CH:18][C:17]=1[C:23]([OH:24])([CH2:26][N:27]1[CH:31]=[N:30][CH:29]=[N:28]1)[CH2:25][N:3]1[C:4](=[O:14])[C:5]2[C:9]3[CH2:10][CH2:11][CH2:12][CH2:13][C:8]=3[S:7][C:6]=2[N:1]=[CH:2]1. The catalyst class is: 107. (2) Reactant: [O:1]=[C:2]1[CH2:5][CH:4]([C:6]([O:8][CH2:9][CH3:10])=[O:7])[CH2:3]1.[F:11][C:12]1[CH:17]=[CH:16][C:15]([Mg]Br)=[CH:14][CH:13]=1. Product: [F:11][C:12]1[CH:17]=[CH:16][C:15]([C:2]2([OH:1])[CH2:5][CH:4]([C:6]([O:8][CH2:9][CH3:10])=[O:7])[CH2:3]2)=[CH:14][CH:13]=1. The catalyst class is: 28.